From a dataset of Forward reaction prediction with 1.9M reactions from USPTO patents (1976-2016). Predict the product of the given reaction. (1) Given the reactants [C:1]([C:4]1[CH:9]=[CH:8][C:7]([NH:10][C:11]([CH:13]2[CH:17]([C:18]3[CH:23]=[CH:22][CH:21]=[C:20]([Cl:24])[C:19]=3[F:25])[C:16]([C:28]3[CH:33]=[CH:32][C:31]([Cl:34])=[CH:30][C:29]=3[F:35])([C:26]#[N:27])[CH:15]([CH2:36][C:37]([CH3:40])([CH3:39])[CH3:38])[NH:14]2)=[O:12])=[CH:6][CH:5]=1)(=[O:3])[NH2:2], predict the reaction product. The product is: [C:1]([C:4]1[CH:9]=[CH:8][C:7]([NH:10][C:11]([C@H:13]2[C@H:17]([C:18]3[CH:23]=[CH:22][CH:21]=[C:20]([Cl:24])[C:19]=3[F:25])[C@:16]([C:28]3[CH:33]=[CH:32][C:31]([Cl:34])=[CH:30][C:29]=3[F:35])([C:26]#[N:27])[C@H:15]([CH2:36][C:37]([CH3:40])([CH3:39])[CH3:38])[NH:14]2)=[O:12])=[CH:6][CH:5]=1)(=[O:3])[NH2:2]. (2) Given the reactants [Cl:1][C:2]1[CH:7]=[CH:6][CH:5]=[CH:4][C:3]=1[O:8][CH2:9][C@H:10]([CH3:13])[CH2:11]Cl.[CH3:14][CH:15]([CH3:31])[C:16]([NH:18][C:19]1[CH:24]=[CH:23][CH:22]=[C:21]([CH:25]2[CH2:30][CH2:29][NH:28][CH2:27][CH2:26]2)[CH:20]=1)=[O:17], predict the reaction product. The product is: [Cl:1][C:2]1[CH:7]=[CH:6][CH:5]=[CH:4][C:3]=1[O:8][CH2:9][C@H:10]([CH3:13])[CH2:11][N:28]1[CH2:29][CH2:30][CH:25]([C:21]2[CH:20]=[C:19]([NH:18][C:16](=[O:17])[CH:15]([CH3:14])[CH3:31])[CH:24]=[CH:23][CH:22]=2)[CH2:26][CH2:27]1. (3) Given the reactants [F:1][C:2]1[C:34]([F:35])=[CH:33][CH:32]=[CH:31][C:3]=1[CH2:4][S:5][C:6]1[N:11]=[C:10]([NH:12][S:13]([N:16]2[CH2:20][CH2:19][C@@H:18]([NH:21]C(=O)OC(C)(C)C)[CH2:17]2)(=[O:15])=[O:14])[CH:9]=[C:8]([O:29][CH3:30])[N:7]=1.C(O)(C(F)(F)F)=O, predict the reaction product. The product is: [NH2:21][C@@H:18]1[CH2:19][CH2:20][N:16]([S:13]([NH:12][C:10]2[CH:9]=[C:8]([O:29][CH3:30])[N:7]=[C:6]([S:5][CH2:4][C:3]3[CH:31]=[CH:32][CH:33]=[C:34]([F:35])[C:2]=3[F:1])[N:11]=2)(=[O:14])=[O:15])[CH2:17]1. (4) Given the reactants Br[C:2]1[CH:3]=[C:4]2[C:9](=[N:10][CH:11]=1)[NH:8][CH2:7][CH2:6][CH:5]2[O:12][C:13]1[CH:18]=[CH:17][CH:16]=[C:15]([Cl:19])[CH:14]=1.[O:20]1[CH2:25][CH2:24][N:23]([C:26]2[CH:31]=[CH:30][C:29](B(O)O)=[CH:28][CH:27]=2)[CH2:22][CH2:21]1, predict the reaction product. The product is: [Cl:19][C:15]1[CH:14]=[C:13]([CH:18]=[CH:17][CH:16]=1)[O:12][CH:5]1[C:4]2[C:9](=[N:10][CH:11]=[C:2]([C:29]3[CH:28]=[CH:27][C:26]([N:23]4[CH2:22][CH2:21][O:20][CH2:25][CH2:24]4)=[CH:31][CH:30]=3)[CH:3]=2)[NH:8][CH2:7][CH2:6]1.